This data is from Forward reaction prediction with 1.9M reactions from USPTO patents (1976-2016). The task is: Predict the product of the given reaction. Given the reactants [Cl:1][C:2]1[CH:3]=[CH:4][C:5]2[C:6]3[CH2:24][N:23]([CH3:25])[CH2:22][CH2:21][C:7]=3[N:8]([CH2:11][C:12]([C:15]3[CH:20]=[CH:19][N:18]=[CH:17][CH:16]=3)(O)[CH3:13])[C:9]=2[CH:10]=1.[OH-].[K+], predict the reaction product. The product is: [Cl:1][C:2]1[CH:3]=[CH:4][C:5]2[C:6]3[CH2:24][N:23]([CH3:25])[CH2:22][CH2:21][C:7]=3[N:8](/[CH:11]=[C:12](/[C:15]3[CH:20]=[CH:19][N:18]=[CH:17][CH:16]=3)\[CH3:13])[C:9]=2[CH:10]=1.